This data is from NCI-60 drug combinations with 297,098 pairs across 59 cell lines. The task is: Regression. Given two drug SMILES strings and cell line genomic features, predict the synergy score measuring deviation from expected non-interaction effect. (1) Drug 1: CN(C)N=NC1=C(NC=N1)C(=O)N. Drug 2: CC1CCC2CC(C(=CC=CC=CC(CC(C(=O)C(C(C(=CC(C(=O)CC(OC(=O)C3CCCCN3C(=O)C(=O)C1(O2)O)C(C)CC4CCC(C(C4)OC)OCCO)C)C)O)OC)C)C)C)OC. Cell line: NCI/ADR-RES. Synergy scores: CSS=10.4, Synergy_ZIP=-2.73, Synergy_Bliss=1.84, Synergy_Loewe=-5.57, Synergy_HSA=1.44. (2) Drug 1: CC1C(C(CC(O1)OC2CC(CC3=C2C(=C4C(=C3O)C(=O)C5=C(C4=O)C(=CC=C5)OC)O)(C(=O)C)O)N)O.Cl. Drug 2: CCC1=C2CN3C(=CC4=C(C3=O)COC(=O)C4(CC)O)C2=NC5=C1C=C(C=C5)O. Cell line: OVCAR-8. Synergy scores: CSS=38.8, Synergy_ZIP=-5.45, Synergy_Bliss=-6.11, Synergy_Loewe=-5.47, Synergy_HSA=-3.12.